Dataset: Full USPTO retrosynthesis dataset with 1.9M reactions from patents (1976-2016). Task: Predict the reactants needed to synthesize the given product. (1) The reactants are: [CH3:1][O:2][CH2:3][CH2:4][CH2:5][O:6][C@@H:7]([C:21]1[CH:26]=[CH:25][CH:24]=[CH:23][CH:22]=1)[C@@H:8]1[CH2:13][CH2:12][CH2:11][N:10]([C:14](OC(C)(C)C)=[O:15])[CH2:9]1.O1CCOCC1.N1C=CC=CC=1.[Cl:39]C(Cl)(OC(=O)OC(Cl)(Cl)Cl)Cl. Given the product [CH3:1][O:2][CH2:3][CH2:4][CH2:5][O:6][C@@H:7]([C:21]1[CH:26]=[CH:25][CH:24]=[CH:23][CH:22]=1)[C@@H:8]1[CH2:13][CH2:12][CH2:11][N:10]([C:14]([Cl:39])=[O:15])[CH2:9]1, predict the reactants needed to synthesize it. (2) Given the product [CH2:25]([N:32]1[CH2:37][CH2:36][N:35]([C:19]([C:11]2[N:10]=[CH:9][N:8]([C@@H:3]3[CH2:4][CH2:5][CH2:6][CH2:7][C@:2]3([CH2:22][O:23][CH3:24])[OH:1])[C:12]=2[C:13]2[CH:18]=[CH:17][CH:16]=[CH:15][CH:14]=2)=[O:21])[C@H:34]([CH2:38][C:39]2[CH:44]=[CH:43][CH:42]=[CH:41][C:40]=2[C:45]2[CH:50]=[CH:49][CH:48]=[CH:47][CH:46]=2)[CH2:33]1)[C:26]1[CH:27]=[CH:28][CH:29]=[CH:30][CH:31]=1.[CH2:25]([N:32]1[CH2:37][CH2:36][N:35]([C:19]([C:11]2[N:10]=[CH:9][N:8]([C@@H:3]3[CH2:4][CH2:5][CH2:6][CH2:7][C@:2]3([CH2:22][O:23][CH3:24])[OH:1])[C:12]=2[C:13]2[CH:18]=[CH:17][CH:16]=[CH:15][CH:14]=2)=[O:20])[C@@H:34]([CH2:38][C:39]2[CH:44]=[CH:43][CH:42]=[CH:41][C:40]=2[C:45]2[CH:50]=[CH:49][CH:48]=[CH:47][CH:46]=2)[CH2:33]1)[C:26]1[CH:27]=[CH:28][CH:29]=[CH:30][CH:31]=1, predict the reactants needed to synthesize it. The reactants are: [OH:1][C@@:2]1([CH2:22][O:23][CH3:24])[CH2:7][CH2:6][CH2:5][CH2:4][C@H:3]1[N:8]1[C:12]([C:13]2[CH:18]=[CH:17][CH:16]=[CH:15][CH:14]=2)=[C:11]([C:19]([OH:21])=[O:20])[N:10]=[CH:9]1.[CH2:25]([N:32]1[CH2:37][CH2:36][NH:35][CH:34]([CH2:38][C:39]2[CH:44]=[CH:43][CH:42]=[CH:41][C:40]=2[C:45]2[CH:50]=[CH:49][CH:48]=[CH:47][CH:46]=2)[CH2:33]1)[C:26]1[CH:31]=[CH:30][CH:29]=[CH:28][CH:27]=1.CCN=C=NCCCN(C)C.Cl.C1C=CC2N(O)N=NC=2C=1.C(=O)([O-])O.[Na+].